This data is from Forward reaction prediction with 1.9M reactions from USPTO patents (1976-2016). The task is: Predict the product of the given reaction. Given the reactants [Cl:1][C:2]1[CH:3]=[C:4]([CH:14]=[CH:15][C:16]=1[N+:17]([O-])=O)[CH2:5][P:6](=[O:13])([O:10][CH2:11][CH3:12])[O:7][CH2:8][CH3:9].Cl, predict the reaction product. The product is: [NH2:17][C:16]1[CH:15]=[CH:14][C:4]([CH2:5][P:6](=[O:13])([O:7][CH2:8][CH3:9])[O:10][CH2:11][CH3:12])=[CH:3][C:2]=1[Cl:1].